Dataset: Full USPTO retrosynthesis dataset with 1.9M reactions from patents (1976-2016). Task: Predict the reactants needed to synthesize the given product. (1) Given the product [F:35][C:36]1[CH:37]=[C:38]([CH:62]=[C:63]([C:65]2[CH:66]=[CH:67][N:68]=[CH:69][CH:70]=2)[CH:64]=1)[CH2:39][CH2:40][C:41]1[CH:42]=[CH:43][C:44]([N:47]2[CH2:52][CH2:51][N:50]([C:53]([NH:55][CH2:56][C:57]([O:59][CH2:60][CH3:61])=[O:58])=[O:54])[CH2:49][CH2:48]2)=[CH:45][CH:46]=1, predict the reactants needed to synthesize it. The reactants are: FC1C=C(C=C(C2C=CN=CC=2)C=1)CCC1C=CC(N2CCN(S(C(F)(F)F)(=O)=O)CC2)=CC=1.[F:35][C:36]1[CH:37]=[C:38]([CH:62]=[C:63]([C:65]2[CH:70]=[CH:69][N:68]=[CH:67][CH:66]=2)[CH:64]=1)/[CH:39]=[CH:40]/[C:41]1[CH:46]=[CH:45][C:44]([N:47]2[CH2:52][CH2:51][N:50]([C:53]([NH:55][CH2:56][C:57]([O:59][CH2:60][CH3:61])=[O:58])=[O:54])[CH2:49][CH2:48]2)=[CH:43][CH:42]=1. (2) Given the product [F:1][C:2]1[CH:7]=[CH:6][C:5]([N:8]2[C:11](=[O:12])[C@H:10]([S:13][CH2:14][CH:15]([OH:16])[C:17]3[CH:18]=[CH:19][C:20]([O:23][CH3:24])=[CH:21][CH:22]=3)[C@H:9]2[C:25]2[CH:26]=[CH:27][C:28]([O:29][CH2:30][C:31]([NH:33][CH2:34][C:35]([NH:37][C@@H:38]([C:42]([OH:44])=[O:43])[CH:39]([CH3:41])[CH3:40])=[O:36])=[O:32])=[CH:45][CH:46]=2)=[CH:4][CH:3]=1, predict the reactants needed to synthesize it. The reactants are: [F:1][C:2]1[CH:7]=[CH:6][C:5]([N:8]2[C:11](=[O:12])[C@H:10]([S:13][CH2:14][C:15]([C:17]3[CH:22]=[CH:21][C:20]([O:23][CH3:24])=[CH:19][CH:18]=3)=[O:16])[C@H:9]2[C:25]2[CH:46]=[CH:45][C:28]([O:29][CH2:30][C:31]([NH:33][CH2:34][C:35]([NH:37][C@@H:38]([C:42]([OH:44])=[O:43])[CH:39]([CH3:41])[CH3:40])=[O:36])=[O:32])=[CH:27][CH:26]=2)=[CH:4][CH:3]=1.[BH4-].[Na+]. (3) The reactants are: [CH2:1]([NH:7][S:8]([C:11]1[C:16]([Cl:17])=[CH:15][CH:14]=[C:13]([N+:18]([O-:20])=[O:19])[C:12]=1Cl)(=[O:10])=[O:9])[C@H:2]1[O:6][CH2:5][CH2:4][CH2:3]1.[H-].[Na+].[OH2:24]. Given the product [CH2:1]([NH:7][S:8]([C:11]1[C:16]([Cl:17])=[CH:15][CH:14]=[C:13]([N+:18]([O-:20])=[O:19])[C:12]=1[OH:24])(=[O:10])=[O:9])[C@H:2]1[O:6][CH2:5][CH2:4][CH2:3]1, predict the reactants needed to synthesize it. (4) Given the product [N:17]1[O:18][CH2:3][CH:2]2[CH2:1][N:4]([C:5]([O:6][CH2:7][C:8]3[CH:13]=[CH:12][CH:11]=[CH:10][CH:9]=3)=[O:14])[CH2:15][C:16]=12, predict the reactants needed to synthesize it. The reactants are: [CH2:1]([N:4]([CH2:15]/[CH:16]=[N:17]/[OH:18])[C:5](=[O:14])[O:6][CH2:7][C:8]1[CH:13]=[CH:12][CH:11]=[CH:10][CH:9]=1)[CH:2]=[CH2:3].Cl[O-].[Na+]. (5) Given the product [CH2:1]([C:5]1[C:14]2[CH2:15][C@H:16]([CH3:19])[O:17][CH2:18][C:13]=2[C:12]2[CH2:11][N:10]([CH2:20][C:21]3[CH:26]=[CH:25][C:24]([O:27][CH3:28])=[C:23]([O:30][CH3:29])[CH:22]=3)[CH2:9][CH2:8][C:7]=2[N:6]=1)[CH2:2][CH2:3][CH3:4], predict the reactants needed to synthesize it. The reactants are: [CH2:1]([C:5]1[C:14]2[CH2:15][C@H:16]([CH3:19])[O:17][CH2:18][C:13]=2[C:12]2[CH2:11][N:10]([CH2:20][C:21]3[CH:26]=[CH:25][C:24]([O:27][CH3:28])=[CH:23][CH:22]=3)[CH2:9][CH2:8][C:7]=2[N:6]=1)[CH2:2][CH2:3][CH3:4].[CH3:29][O:30]C1C=C(C=CC=1OC)C=O.[BH3-]C#N.[Na+].